Task: Predict the product of the given reaction.. Dataset: Forward reaction prediction with 1.9M reactions from USPTO patents (1976-2016) (1) The product is: [CH2:41]([O:40][C:38]([C@:5]12[CH2:34][CH2:33][C@@H:32]([C:35]([CH3:37])=[CH2:36])[C@@H:6]1[C@@H:7]1[C@@:2]([CH3:1])([CH2:3][CH2:4]2)[C@@:19]2([CH3:20])[C@@H:10]([C@:11]3([CH3:31])[C@@H:16]([CH2:17][CH2:18]2)[C:15]([CH3:21])([CH3:22])[C:14]([C:48]2[CH:49]=[CH:50][C:51]([B:54]([OH:56])[OH:55])=[CH:52][CH:53]=2)=[CH:13][CH2:12]3)[CH2:9][CH2:8]1)=[O:39])[C:42]1[CH:47]=[CH:46][CH:45]=[CH:44][CH:43]=1. Given the reactants [CH3:1][C@:2]12[C@@:19]3([CH3:20])[C@@H:10]([C@:11]4([CH3:31])[C@@H:16]([CH2:17][CH2:18]3)[C:15]([CH3:22])([CH3:21])[C:14](OS(C(F)(F)F)(=O)=O)=[CH:13][CH2:12]4)[CH2:9][CH2:8][C@@H:7]1[C@H:6]1[C@H:32]([C:35]([CH3:37])=[CH2:36])[CH2:33][CH2:34][C@:5]1([C:38]([O:40][CH2:41][C:42]1[CH:47]=[CH:46][CH:45]=[CH:44][CH:43]=1)=[O:39])[CH2:4][CH2:3]2.[C:48]1(B(O)O)[CH:53]=[CH:52][C:51]([B:54]([OH:56])[OH:55])=[CH:50][CH:49]=1.C(=O)([O-])[O-].[Na+].[Na+], predict the reaction product. (2) Given the reactants [NH2:1][C:2]1[N:7]=[CH:6][N:5]=[C:4]2[N:8]([C@@H:26]3[CH2:31][CH2:30][CH2:29][N:28]([C:32](=[O:36])[CH2:33][C:34]#[N:35])[CH2:27]3)[N:9]=[C:10]([C:11]3[CH:16]=[CH:15][C:14]([O:17][C:18]4[CH:23]=[C:22]([F:24])[CH:21]=[C:20]([F:25])[CH:19]=4)=[CH:13][CH:12]=3)[C:3]=12.[CH:37]1([CH:40]=O)[CH2:39][CH2:38]1.N1CCCCC1.ClCCl, predict the reaction product. The product is: [NH2:1][C:2]1[N:7]=[CH:6][N:5]=[C:4]2[N:8]([C@@H:26]3[CH2:31][CH2:30][CH2:29][N:28]([C:32]([C:33](=[CH:40][CH:37]4[CH2:39][CH2:38]4)[C:34]#[N:35])=[O:36])[CH2:27]3)[N:9]=[C:10]([C:11]3[CH:16]=[CH:15][C:14]([O:17][C:18]4[CH:19]=[C:20]([F:25])[CH:21]=[C:22]([F:24])[CH:23]=4)=[CH:13][CH:12]=3)[C:3]=12. (3) Given the reactants [Cl:1][C:2]1[CH:7]=[CH:6][C:5]([C:8]([C:11]2[N:15]([C:16]3[CH:21]=[CH:20][C:19]([F:22])=[CH:18][CH:17]=3)[C:14]([S:23][CH2:24][C:25]3[C:30]([F:31])=[CH:29][C:28]([S:32]([NH:35][C@H:36]([CH3:41])[C:37]([O:39][CH3:40])=[O:38])(=[O:34])=[O:33])=[CH:27][C:26]=3[F:42])=[N:13][CH:12]=2)([CH3:10])[CH3:9])=[CH:4][C:3]=1[O:43][CH3:44].C([O-])([O-])=O.[K+].[K+].[Br:51][CH2:52][CH2:53][CH2:54]Br, predict the reaction product. The product is: [Br:51][CH2:52][CH2:53][CH2:54][N:35]([C@H:36]([CH3:41])[C:37]([O:39][CH3:40])=[O:38])[S:32]([C:28]1[CH:27]=[C:26]([F:42])[C:25]([CH2:24][S:23][C:14]2[N:15]([C:16]3[CH:21]=[CH:20][C:19]([F:22])=[CH:18][CH:17]=3)[C:11]([C:8]([C:5]3[CH:6]=[CH:7][C:2]([Cl:1])=[C:3]([O:43][CH3:44])[CH:4]=3)([CH3:9])[CH3:10])=[CH:12][N:13]=2)=[C:30]([F:31])[CH:29]=1)(=[O:33])=[O:34]. (4) Given the reactants Cl[C:2]1[C:11]2[C:6](=[CH:7][C:8]([O:12][CH3:13])=[CH:9][CH:10]=2)[N:5]=[CH:4][CH:3]=1.[F:14][C:15]1[CH:20]=[C:19]([N+:21]([O-:23])=[O:22])[CH:18]=[CH:17][C:16]=1[OH:24].N1C=CC=CC=1, predict the reaction product. The product is: [F:14][C:15]1[CH:20]=[C:19]([N+:21]([O-:23])=[O:22])[CH:18]=[CH:17][C:16]=1[O:24][C:2]1[C:11]2[C:6](=[CH:7][C:8]([O:12][CH3:13])=[CH:9][CH:10]=2)[N:5]=[CH:4][CH:3]=1. (5) Given the reactants [CH:1]1([C:7]2[C:8]3[CH:32]=[CH:31][C:30]([C:33]([O:35][CH3:36])=[O:34])=[CH:29][C:9]=3[N:10]3[C:16]=2[C:15]2[CH:17]=[CH:18][CH:19]=[C:20](OS(C(F)(F)F)(=O)=O)[C:14]=2[O:13][CH2:12][CH2:11]3)[CH2:6][CH2:5][CH2:4][CH2:3][CH2:2]1.O1CCCOB1[C:43]1[CH:44]=[N:45][CH:46]=[CH:47][CH:48]=1.C(=O)([O-])O.[Na+], predict the reaction product. The product is: [CH:1]1([C:7]2[C:8]3[CH:32]=[CH:31][C:30]([C:33]([O:35][CH3:36])=[O:34])=[CH:29][C:9]=3[N:10]3[C:16]=2[C:15]2[CH:17]=[CH:18][CH:19]=[C:20]([C:43]4[CH:44]=[N:45][CH:46]=[CH:47][CH:48]=4)[C:14]=2[O:13][CH2:12][CH2:11]3)[CH2:2][CH2:3][CH2:4][CH2:5][CH2:6]1. (6) Given the reactants [C:1]([S:9][C@H:10]1[CH2:14][CH2:13][N:12](C(OC(C)(C)C)=O)[CH2:11]1)(=[O:8])[C:2]1[CH:7]=[CH:6][CH:5]=[CH:4][CH:3]=1.[F:22][C:23]([F:28])([F:27])[C:24]([OH:26])=[O:25], predict the reaction product. The product is: [F:22][C:23]([F:28])([F:27])[C:24]([OH:26])=[O:25].[C:1]([S:9][C@H:10]1[CH2:14][CH2:13][NH:12][CH2:11]1)(=[O:8])[C:2]1[CH:3]=[CH:4][CH:5]=[CH:6][CH:7]=1.